From a dataset of Forward reaction prediction with 1.9M reactions from USPTO patents (1976-2016). Predict the product of the given reaction. The product is: [F:34][C:33]1[CH:32]=[C:31]2[C:27]([CH:28]=[N:29][NH:30]2)=[CH:26][C:25]=1[NH:24][C:21]([C:13]1[CH:12]([C:3]2[CH:4]=[CH:5][C:6]([C:8]([F:10])([F:11])[F:9])=[CH:7][C:2]=2[F:1])[CH2:17][C:16](=[O:18])[N:15]([CH3:19])[C:14]=1[CH3:20])=[O:23]. Given the reactants [F:1][C:2]1[CH:7]=[C:6]([C:8]([F:11])([F:10])[F:9])[CH:5]=[CH:4][C:3]=1[CH:12]1[CH2:17][C:16](=[O:18])[N:15]([CH3:19])[C:14]([CH3:20])=[C:13]1[C:21]([OH:23])=O.[NH2:24][C:25]1[CH:26]=[C:27]2[C:31](=[CH:32][C:33]=1[F:34])[NH:30][N:29]=[CH:28]2.C(Cl)CCl.CCN(CC)CC, predict the reaction product.